This data is from Forward reaction prediction with 1.9M reactions from USPTO patents (1976-2016). The task is: Predict the product of the given reaction. (1) Given the reactants COC1C=C2C(=CC=1)NC1C3C=CNC=3CCC2=1.C[O:20][C:21]1[CH:22]=[C:23]2[C:31](=[CH:32][CH:33]=1)[N:30]([CH3:34])[C:29]1[C:28]3[CH:35]=[CH:36][N:37]([CH3:38])[C:27]=3[CH2:26][CH2:25][C:24]2=1, predict the reaction product. The product is: [CH3:38][N:37]1[C:27]2[CH2:26][CH2:25][C:24]3[C:23]4[C:31]([N:30]([CH3:34])[C:29]=3[C:28]=2[CH:35]=[CH:36]1)=[CH:32][CH:33]=[C:21]([OH:20])[CH:22]=4. (2) Given the reactants I[C:2]1[CH:3]=[C:4]([CH:22]=[CH:23][CH:24]=1)[CH2:5][N:6]1[C:10]2=[N:11][C:12]([NH:15][C:16]3[CH:17]=[N:18][N:19]([CH3:21])[CH:20]=3)=[N:13][CH:14]=[C:9]2[CH:8]=[N:7]1.[O:25]1[CH2:30][CH:29]=[C:28](B2OC(C)(C)C(C)(C)O2)[CH2:27][CH2:26]1.C(=O)([O-])[O-].[Na+].[Na+], predict the reaction product. The product is: [O:25]1[CH2:26][CH:27]=[C:28]([C:2]2[CH:3]=[C:4]([CH:22]=[CH:23][CH:24]=2)[CH2:5][N:6]2[C:10]3=[N:11][C:12]([NH:15][C:16]4[CH:17]=[N:18][N:19]([CH3:21])[CH:20]=4)=[N:13][CH:14]=[C:9]3[CH:8]=[N:7]2)[CH2:29][CH2:30]1.